This data is from Catalyst prediction with 721,799 reactions and 888 catalyst types from USPTO. The task is: Predict which catalyst facilitates the given reaction. (1) Reactant: [C:1]([O:5][C:6]([N:8]1CCC(CN)CC1)=[O:7])([CH3:4])([CH3:3])[CH3:2].[C:16]1([CH2:22][CH2:23][CH2:24][CH:25]([CH2:29][CH2:30][CH2:31][C:32]2[CH:37]=[CH:36][CH:35]=[CH:34][CH:33]=2)[C:26]([OH:28])=O)[CH:21]=[CH:20][CH:19]=[CH:18][CH:17]=1.O[N:39]1[C:43]2[CH:44]=[CH:45][CH:46]=[CH:47][C:42]=2[N:41]=N1.C(N(CC)CC)C.Cl.CN(C)CCCN=C=NCC. Product: [C:1]([O:5][C:6]([N:8]1[CH2:44][CH2:45][CH2:46][CH2:47][C:42]1([NH:41][C:26](=[O:28])[CH:25]([CH2:24][CH2:23][CH2:22][C:16]1[CH:17]=[CH:18][CH:19]=[CH:20][CH:21]=1)[CH2:29][CH2:30][CH2:31][C:32]1[CH:37]=[CH:36][CH:35]=[CH:34][CH:33]=1)[CH2:43][NH2:39])=[O:7])([CH3:4])([CH3:3])[CH3:2]. The catalyst class is: 3. (2) Product: [NH2:48][CH2:49][CH2:50][CH2:51][CH2:52][NH:53][C:24]([C:23]1[C:17]2[N:16]=[C:15]([CH2:14][N:3]([CH2:1][CH3:2])[CH:4]3[C:13]4[N:12]=[CH:11][CH:10]=[CH:9][C:8]=4[CH2:7][CH2:6][CH2:5]3)[NH:19][C:18]=2[CH:20]=[CH:21][CH:22]=1)=[O:26]. Reactant: [CH2:1]([N:3]([CH2:14][C:15]1[NH:19][C:18]2[CH:20]=[CH:21][CH:22]=[C:23]([C:24]([OH:26])=O)[C:17]=2[N:16]=1)[CH:4]1[C:13]2[N:12]=[CH:11][CH:10]=[CH:9][C:8]=2[CH2:7][CH2:6][CH2:5]1)[CH3:2].O=C1N(P(Cl)(N2CCOC2=O)=O)CCO1.C(OC(=O)[NH:48][CH2:49][CH2:50][CH2:51][CH2:52][NH2:53])(C)(C)C.C(N(CC)C(C)C)(C)C. The catalyst class is: 10. (3) Reactant: [NH2:1][C@@H:2]([CH2:10][CH2:11][CH2:12][NH:13][C:14]([NH:16][S:17]([C:20]1[C:21]([CH3:34])=[C:22]2[C:27](=[C:28]([CH3:31])[C:29]=1[CH3:30])[O:26][C:25]([CH3:33])([CH3:32])[CH2:24][CH2:23]2)(=[O:19])=[O:18])=[NH:15])[C:3]([O:5][C:6]([CH3:9])([CH3:8])[CH3:7])=[O:4].[CH:35]1[C:44]2[C:39](=[CH:40][CH:41]=[CH:42][CH:43]=2)[CH:38]=[CH:37][C:36]=1[N:45]1[CH:50]=[CH:49][CH:48]=[C:47]([C:51](O)=[O:52])[C:46]1=[O:54].CN(C(ON1N=NC2C=CC=CC1=2)=[N+](C)C)C.F[P-](F)(F)(F)(F)F.CCN(C(C)C)C(C)C. Product: [CH:35]1[C:44]2[C:39](=[CH:40][CH:41]=[CH:42][CH:43]=2)[CH:38]=[CH:37][C:36]=1[N:45]1[CH:50]=[CH:49][CH:48]=[C:47]([C:51]([NH:1][C@@H:2]([CH2:10][CH2:11][CH2:12][NH:13][C:14]([NH:16][S:17]([C:20]2[C:21]([CH3:34])=[C:22]3[C:27](=[C:28]([CH3:31])[C:29]=2[CH3:30])[O:26][C:25]([CH3:33])([CH3:32])[CH2:24][CH2:23]3)(=[O:18])=[O:19])=[NH:15])[C:3]([O:5][C:6]([CH3:7])([CH3:8])[CH3:9])=[O:4])=[O:52])[C:46]1=[O:54]. The catalyst class is: 18. (4) Reactant: [Na].[C:2](OCC)(=[O:9])[CH2:3][C:4]([O:6][CH2:7][CH3:8])=[O:5].[O-]CC.[Na+].C(O[C:20](=[O:27])[CH:21]=[C:22]([NH2:26])[CH:23]1[CH2:25][CH2:24]1)C. Product: [CH2:7]([O:6][C:4](=[O:5])[C:3]1[C:20]([OH:27])=[CH:21][C:22]([CH:23]2[CH2:24][CH2:25]2)=[N:26][C:2]=1[OH:9])[CH3:8]. The catalyst class is: 40. (5) Reactant: [CH3:1][O:2][C:3]1[CH:8]=[CH:7][C:6]([CH2:9][N:10]2[C:14]3=[N:15][CH:16]=[CH:17][C:18]([O:19][C:20]4[CH:25]=[CH:24][C:23]([C:26](=[O:34])[NH:27][C:28]5[S:29][CH:30]=[C:31]([CH3:33])[N:32]=5)=[CH:22][CH:21]=4)=[C:13]3[C:12]([NH:35][C@@H:36]3[CH2:41][CH2:40][CH2:39][N:38](C(OC(C)(C)C)=O)[CH2:37]3)=[N:11]2)=[CH:5][CH:4]=1.[C:49]([OH:55])([C:51]([F:54])([F:53])[F:52])=[O:50]. Product: [F:52][C:51]([F:54])([F:53])[C:49]([O-:55])=[O:50].[CH3:1][O:2][C:3]1[CH:4]=[CH:5][C:6]([CH2:9][N:10]2[C:14]3=[N:15][CH:16]=[CH:17][C:18]([O:19][C:20]4[CH:25]=[CH:24][C:23]([C:26](=[O:34])[NH:27][C:28]5[S:29][CH:30]=[C:31]([CH3:33])[N:32]=5)=[CH:22][CH:21]=4)=[C:13]3[C:12]([NH:35][C@@H:36]3[CH2:41][CH2:40][CH2:39][NH2+:38][CH2:37]3)=[N:11]2)=[CH:7][CH:8]=1. The catalyst class is: 2.